From a dataset of Full USPTO retrosynthesis dataset with 1.9M reactions from patents (1976-2016). Predict the reactants needed to synthesize the given product. The reactants are: [CH3:1][C:2]1([CH2:9][S:10]([Cl:13])(=[O:12])=[O:11])[C:6](=[O:7])[NH:5][C:4](=[O:8])[NH:3]1.[CH2:14](SCC(=O)CC)C1C=CC=CC=1. Given the product [CH2:1]([C:2]1([CH2:9][S:10]([Cl:13])(=[O:12])=[O:11])[C:6](=[O:7])[NH:5][C:4](=[O:8])[NH:3]1)[CH3:14], predict the reactants needed to synthesize it.